From a dataset of NCI-60 drug combinations with 297,098 pairs across 59 cell lines. Regression. Given two drug SMILES strings and cell line genomic features, predict the synergy score measuring deviation from expected non-interaction effect. Drug 1: CNC(=O)C1=CC=CC=C1SC2=CC3=C(C=C2)C(=NN3)C=CC4=CC=CC=N4. Drug 2: CC1=C2C(C(=O)C3(C(CC4C(C3C(C(C2(C)C)(CC1OC(=O)C(C(C5=CC=CC=C5)NC(=O)C6=CC=CC=C6)O)O)OC(=O)C7=CC=CC=C7)(CO4)OC(=O)C)O)C)OC(=O)C. Cell line: HS 578T. Synergy scores: CSS=63.3, Synergy_ZIP=16.9, Synergy_Bliss=18.2, Synergy_Loewe=-5.85, Synergy_HSA=16.9.